From a dataset of Reaction yield outcomes from USPTO patents with 853,638 reactions. Predict the reaction yield, written as a fraction of the theoretical maximum amount of product (1.0 means a 100% yield; for example, 0.34 means a 34% yield). (1) The reactants are [C:1]([O:5][C:6](=[O:22])[N:7]([C@@H:9]([C:11]1[CH:20]=[CH:19][C:18]2[C:13](=[CH:14][C:15](Br)=[CH:16][CH:17]=2)[N:12]=1)[CH3:10])[CH3:8])([CH3:4])([CH3:3])[CH3:2].[O:23]=[C:24]1[CH2:29][CH2:28][C:27]([CH:33]=[CH2:34])([C:30]([OH:32])=[O:31])[CH2:26][CH2:25]1.C1(C)C=CC=CC=1P(C1C=CC=CC=1C)C1C=CC=CC=1C.C(N(CC)CC)C. The catalyst is O1CCOCC1.C([O-])(=O)C.[Pd+2].C([O-])(=O)C. The product is [C:1]([O:5][C:6]([N:7]([CH3:8])[C@@H:9]([C:11]1[CH:20]=[CH:19][C:18]2[C:13](=[CH:14][C:15](/[CH:34]=[CH:33]/[C:27]3([C:30]([OH:32])=[O:31])[CH2:28][CH2:29][C:24](=[O:23])[CH2:25][CH2:26]3)=[CH:16][CH:17]=2)[N:12]=1)[CH3:10])=[O:22])([CH3:4])([CH3:3])[CH3:2]. The yield is 0.940. (2) The yield is 0.790. The product is [Cl:13][C:14]1[CH:33]=[CH:32][C:17]([NH:18][C:19]2[C:28]3[C:23](=[CH:24][C:25]([O:31][CH:36]4[CH2:41][CH2:40][N:39]([CH3:42])[CH2:38][CH2:37]4)=[C:26]([O:29][CH3:30])[CH:27]=3)[N:22]=[CH:21][N:20]=2)=[C:16]([F:34])[CH:15]=1. The catalyst is C(Cl)Cl. The reactants are N(C(OCC)=O)=NC(OCC)=O.[Cl:13][C:14]1[CH:33]=[CH:32][C:17]([NH:18][C:19]2[C:28]3[C:23](=[CH:24][C:25]([OH:31])=[C:26]([O:29][CH3:30])[CH:27]=3)[N:22]=[CH:21][N:20]=2)=[C:16]([F:34])[CH:15]=1.O[CH:36]1[CH2:41][CH2:40][N:39]([CH3:42])[CH2:38][CH2:37]1.C1(P(C2C=CC=CC=2)C2C=CC=CC=2)C=CC=CC=1. (3) The reactants are [CH:1]1([C:4]2[CH:5]=[CH:6][C:7]([CH:20]([C:22]3[CH:27]=[CH:26][C:25](SC4CC4)=[CH:24][CH:23]=3)[OH:21])=[N:8][C:9]=2[O:10][CH2:11][C:12]2[CH:17]=[CH:16][C:15]([O:18][CH3:19])=[CH:14][CH:13]=2)[CH2:3][CH2:2]1.ClC1C=CC=[C:35]([C:39](OO)=O)[CH:34]=1.[S:43]([O-:47])([O-])(=[O:45])=S.[Na+].[Na+].C(=O)([O-])[O-].[K+].[K+]. The catalyst is C(Cl)(Cl)Cl. The yield is 0.800. The product is [CH:1]1([C:4]2[CH:5]=[CH:6][C:7]([CH:20]([C:22]3[CH:23]=[CH:24][C:25]([S:43]([CH:39]4[CH2:35][CH2:34]4)(=[O:47])=[O:45])=[CH:26][CH:27]=3)[OH:21])=[N:8][C:9]=2[O:10][CH2:11][C:12]2[CH:17]=[CH:16][C:15]([O:18][CH3:19])=[CH:14][CH:13]=2)[CH2:3][CH2:2]1. (4) The reactants are [C:1]1([C:7]2[C:16]3[C:11](=[CH:12][CH:13]=[CH:14][CH:15]=3)[N:10]=[C:9]([NH:17][C:18]3[CH:26]=[CH:25][C:21]([C:22](O)=[O:23])=[CH:20][CH:19]=3)[N:8]=2)[CH:6]=[CH:5][CH:4]=[CH:3][CH:2]=1.[NH2:27][C:28]1[CH:29]=[C:30]([CH:33]=[CH:34][C:35]=1[CH3:36])[C:31]#[N:32].CCN(C(C)C)C(C)C.CN(C(ON1N=NC2C=CC=NC1=2)=[N+](C)C)C.F[P-](F)(F)(F)(F)F. The catalyst is CN(C)C=O.C(OCC)(=O)C. The product is [C:31]([C:30]1[CH:33]=[CH:34][C:35]([CH3:36])=[C:28]([NH:27][C:22](=[O:23])[C:21]2[CH:25]=[CH:26][C:18]([NH:17][C:9]3[N:8]=[C:7]([C:1]4[CH:2]=[CH:3][CH:4]=[CH:5][CH:6]=4)[C:16]4[C:11](=[CH:12][CH:13]=[CH:14][CH:15]=4)[N:10]=3)=[CH:19][CH:20]=2)[CH:29]=1)#[N:32]. The yield is 0.650. (5) The reactants are [Cl:1][C:2]1[CH:7]=[CH:6][C:5]([C@@H:8]([OH:12])[CH2:9][CH2:10][OH:11])=[CH:4][C:3]=1[F:13].N1C=CN=C1.[Si:19](Cl)([C:22]([CH3:25])([CH3:24])[CH3:23])([CH3:21])[CH3:20]. The product is [Si:19]([O:11][CH2:10][CH2:9][C@@H:8]([C:5]1[CH:6]=[CH:7][C:2]([Cl:1])=[C:3]([F:13])[CH:4]=1)[OH:12])([C:22]([CH3:25])([CH3:24])[CH3:23])([CH3:21])[CH3:20]. The catalyst is ClCCl. The yield is 0.513. (6) The reactants are Br[C:2]1[CH:7]=[C:6]([CH2:8][S:9]([CH2:12][CH3:13])(=[O:11])=[O:10])[CH:5]=[CH:4][C:3]=1[O:14][C:15]1[CH:20]=[CH:19][C:18]([F:21])=[CH:17][C:16]=1[F:22].[B:23]1([B:23]2[O:27][C:26]([CH3:29])([CH3:28])[C:25]([CH3:31])([CH3:30])[O:24]2)[O:27][C:26]([CH3:29])([CH3:28])[C:25]([CH3:31])([CH3:30])[O:24]1.CC([O-])=O.[K+]. The catalyst is O1CCOCC1.C1C=CC(P(C2C=CC=CC=2)[C-]2C=CC=C2)=CC=1.C1C=CC(P(C2C=CC=CC=2)[C-]2C=CC=C2)=CC=1.Cl[Pd]Cl.[Fe+2]. The product is [F:22][C:16]1[CH:17]=[C:18]([F:21])[CH:19]=[CH:20][C:15]=1[O:14][C:3]1[CH:4]=[CH:5][C:6]([CH2:8][S:9]([CH2:12][CH3:13])(=[O:11])=[O:10])=[CH:7][C:2]=1[B:23]1[O:27][C:26]([CH3:29])([CH3:28])[C:25]([CH3:31])([CH3:30])[O:24]1. The yield is 0.534. (7) The reactants are Cl.Br[C:3]1[CH:4]=[C:5]([C:12]([O:14][CH3:15])=[O:13])[C:6]2[CH2:7][CH2:8][NH:9][C:10]=2[CH:11]=1.[N:16]1[CH:21]=[CH:20][C:19](B(O)O)=[CH:18][CH:17]=1.C(=O)([O-])[O-].[Na+].[Na+]. The catalyst is C1C=CC([P]([Pd]([P](C2C=CC=CC=2)(C2C=CC=CC=2)C2C=CC=CC=2)([P](C2C=CC=CC=2)(C2C=CC=CC=2)C2C=CC=CC=2)[P](C2C=CC=CC=2)(C2C=CC=CC=2)C2C=CC=CC=2)(C2C=CC=CC=2)C2C=CC=CC=2)=CC=1.CN(C=O)C. The product is [N:16]1[CH:21]=[CH:20][C:19]([C:3]2[CH:4]=[C:5]([C:12]([O:14][CH3:15])=[O:13])[C:6]3[CH2:7][CH2:8][NH:9][C:10]=3[CH:11]=2)=[CH:18][CH:17]=1. The yield is 1.00. (8) The reactants are [C:1]1([C@@H:7]2[CH2:9][C@H:8]2[NH2:10])[CH:6]=[CH:5][CH:4]=[CH:3][CH:2]=1.[CH:11]([C@H:13]1[CH2:18][CH2:17][C@H:16]([C:19]([O:21][CH3:22])=[O:20])[CH2:15][CH2:14]1)=O.C([BH3-])#N.[Na+].O. The catalyst is CO. The product is [C:1]1([C@@H:7]2[CH2:9][C@H:8]2[NH:10][CH2:11][C@H:13]2[CH2:14][CH2:15][C@H:16]([C:19]([O:21][CH3:22])=[O:20])[CH2:17][CH2:18]2)[CH:6]=[CH:5][CH:4]=[CH:3][CH:2]=1. The yield is 0.417. (9) The reactants are [OH:1][C:2]1[CH:24]=[CH:23][C:22](I)=[CH:21][C:3]=1[C:4]([NH:6][C:7]1[CH:12]=[C:11]([C:13]([F:16])([F:15])[F:14])[CH:10]=[C:9]([C:17]([F:20])([F:19])[F:18])[CH:8]=1)=[O:5].OB(O)[C:28]1[CH:33]=[CH:32][CH:31]=[CH:30][CH:29]=1.C(=O)([O-])[O-].[Na+].[Na+].Cl. The catalyst is COCCOC.C1C=CC([P]([Pd]([P](C2C=CC=CC=2)(C2C=CC=CC=2)C2C=CC=CC=2)([P](C2C=CC=CC=2)(C2C=CC=CC=2)C2C=CC=CC=2)[P](C2C=CC=CC=2)(C2C=CC=CC=2)C2C=CC=CC=2)(C2C=CC=CC=2)C2C=CC=CC=2)=CC=1. The product is [OH:1][C:2]1[CH:24]=[CH:23][C:22]([C:28]2[CH:33]=[CH:32][CH:31]=[CH:30][CH:29]=2)=[CH:21][C:3]=1[C:4]([NH:6][C:7]1[CH:12]=[C:11]([C:13]([F:16])([F:15])[F:14])[CH:10]=[C:9]([C:17]([F:20])([F:19])[F:18])[CH:8]=1)=[O:5]. The yield is 0.611.